From a dataset of Catalyst prediction with 721,799 reactions and 888 catalyst types from USPTO. Predict which catalyst facilitates the given reaction. (1) Reactant: Br[C:2]1[CH:7]=[CH:6][CH:5]=[C:4]([CH2:8][CH2:9][CH2:10][CH2:11][O:12][CH3:13])[CH:3]=1.C([Li])CCC.CN([CH:22]=[O:23])C.Cl. Product: [CH3:13][O:12][CH2:11][CH2:10][CH2:9][CH2:8][C:4]1[CH:3]=[C:2]([CH:7]=[CH:6][CH:5]=1)[CH:22]=[O:23]. The catalyst class is: 1. (2) Reactant: [CH3:1][O:2][C:3](=[O:27])[C:4]1[CH:9]=[CH:8][C:7]([CH2:10][N:11]2[C:15]3[CH:16]=[C:17]([CH2:21]O)[CH:18]=[C:19]([CH3:20])[C:14]=3[N:13]=[C:12]2[CH2:23][CH2:24][CH3:25])=[CH:6][C:5]=1[F:26].CCN(C(C)C)C(C)C.CS(Cl)(=O)=O.[N-:42]=[N+:43]=[N-:44].[Na+]. Product: [CH3:1][O:2][C:3](=[O:27])[C:4]1[CH:9]=[CH:8][C:7]([CH2:10][N:11]2[C:15]3[CH:16]=[C:17]([CH2:21][N:42]=[N+:43]=[N-:44])[CH:18]=[C:19]([CH3:20])[C:14]=3[N:13]=[C:12]2[CH2:23][CH2:24][CH3:25])=[CH:6][C:5]=1[F:26]. The catalyst class is: 143. (3) Reactant: C(OC([N:8]1[C:12]2[N:13]=[CH:14][N:15]=[C:16]([N:17]3[CH2:24][C:21]4([CH2:23][CH2:22]4)[N:20]([S:25](=[O:46])(=[O:45])[N:26]([CH2:36][CH2:37][O:38]C4CCCCO4)[CH2:27][CH2:28][O:29]C4CCCCO4)[CH2:19][CH2:18]3)[C:11]=2[CH:10]=[CH:9]1)=O)(C)(C)C.C(O)(C(F)(F)F)=O.O.C([O-])(O)=O.[Na+]. Product: [OH:29][CH2:28][CH2:27][N:26]([CH2:36][CH2:37][OH:38])[S:25]([N:20]1[CH2:19][CH2:18][N:17]([C:16]2[C:11]3[CH:10]=[CH:9][NH:8][C:12]=3[N:13]=[CH:14][N:15]=2)[CH2:24][C:21]21[CH2:23][CH2:22]2)(=[O:46])=[O:45]. The catalyst class is: 1. (4) Reactant: [F:1][C:2]1[CH:16]=[CH:15][C:5]([C:6]([N:8]2[CH2:13][CH:12]3[CH:10]([CH:11]3[NH2:14])[CH2:9]2)=[O:7])=[CH:4][CH:3]=1.C(N(CC)CC)C.Cl[CH2:25][C:26]([N:28]1[CH2:32][CH2:31][CH2:30][C@H:29]1[C:33]#[N:34])=[O:27]. Product: [F:1][C:2]1[CH:16]=[CH:15][C:5]([C:6]([N:8]2[CH2:13][CH:12]3[CH:10]([CH:11]3[NH:14][CH2:25][C:26]([N:28]3[CH2:32][CH2:31][CH2:30][C@H:29]3[C:33]#[N:34])=[O:27])[CH2:9]2)=[O:7])=[CH:4][CH:3]=1. The catalyst class is: 4.